Dataset: Reaction yield outcomes from USPTO patents with 853,638 reactions. Task: Predict the reaction yield, written as a fraction of the theoretical maximum amount of product (1.0 means a 100% yield; for example, 0.34 means a 34% yield). (1) The reactants are [CH3:1][NH:2][CH2:3][CH2:4][C@H:5]([O:11][C:12]1[CH:13]=[CH:14][CH:15]=[C:16]2[CH:21]=[CH:20][CH:19]=[CH:18][C:17]=12)[C:6]1[S:10][CH:9]=[CH:8][CH:7]=1.[ClH:22]. The catalyst is CCC(C)=O. The product is [CH3:1][NH:2][CH2:3][CH2:4][C@H:5]([O:11][C:12]1[C:17]2[C:16](=[CH:21][CH:20]=[CH:19][CH:18]=2)[CH:15]=[CH:14][CH:13]=1)[C:6]1[S:10][CH:9]=[CH:8][CH:7]=1.[ClH:22]. The yield is 0.946. (2) The reactants are [Br:1][C:2]1[CH:3]=[C:4]([CH:16]=[CH:17][CH:18]=1)[O:5][CH2:6][C:7]1[N:15]=[CH:14][CH:13]=[CH:12][C:8]=1[C:9]([OH:11])=O.[OH-].[Na+]. No catalyst specified. The product is [Br:1][C:2]1[CH:18]=[CH:17][C:16]2[C:9](=[O:11])[C:8]3[C:7]([CH2:6][O:5][C:4]=2[CH:3]=1)=[N:15][CH:14]=[CH:13][CH:12]=3. The yield is 0.270. (3) The reactants are C([Li])(C)(C)C.I[C:7]1[CH:12]=[CH:11][N:10]=[CH:9][CH:8]=1.[Br:13][C:14]1[CH:15]=[C:16](/[C:20](/[C:28]2[C:29]([C:34]#[N:35])=[N:30][CH:31]=[CH:32][CH:33]=2)=[N:21]\S(C(C)(C)C)=O)[CH:17]=[CH:18][CH:19]=1. The catalyst is C1COCC1. The product is [Br:13][C:14]1[CH:15]=[C:16]([C:20]2([C:7]3[CH:12]=[CH:11][N:10]=[CH:9][CH:8]=3)[C:28]3[C:29](=[N:30][CH:31]=[CH:32][CH:33]=3)[C:34]([NH2:35])=[N:21]2)[CH:17]=[CH:18][CH:19]=1. The yield is 0.690. (4) The reactants are [C:1]([C:5]1[S:6][C:7]([CH2:13][NH:14][C:15]2[CH:20]=[CH:19][CH:18]=[C:17]([C:21]3[CH:26]=[C:25]([NH:27][C:28]4[CH:33]=[CH:32][N:31]=[CH:30][N:29]=4)[C:24](=[O:34])[N:23]([CH3:35])[CH:22]=3)[C:16]=2[CH2:36][O:37][Si](C(C)(C)C)(C)C)=[C:8]([C:10](O)=O)[N:9]=1)([CH3:4])([CH3:3])[CH3:2].C(N(CC)C(C)C)(C)C.F[P-](F)(F)(F)(F)F.C[N+](C)=C(N(C)C)[O:64]N1C2N=CC=CC=2N=N1. The catalyst is C(Cl)Cl. The product is [C:1]([C:5]1[S:6][C:7]2[C:13](=[O:64])[N:14]([C:15]3[CH:20]=[CH:19][CH:18]=[C:17]([C:21]4[CH:26]=[C:25]([NH:27][C:28]5[CH:33]=[CH:32][N:31]=[CH:30][N:29]=5)[C:24](=[O:34])[N:23]([CH3:35])[CH:22]=4)[C:16]=3[CH2:36][OH:37])[CH2:10][C:8]=2[N:9]=1)([CH3:2])([CH3:3])[CH3:4]. The yield is 0.100. (5) The reactants are [F:1][CH:2]([F:17])[O:3][C:4]1[CH:12]=[C:11]2[C:7]([C:8]([C:15]#[N:16])=[CH:9][N:10]2[CH2:13][CH3:14])=[CH:6][CH:5]=1.B(O[CH:28]([CH3:30])[CH3:29])(OC(C)C)OC(C)C.[Li+].CC([N-]C(C)C)C.CC(C)=[O:41].C(=O)=O.I[C:47]1[CH:53]=[CH:52][C:50]([NH2:51])=[CH:49][CH:48]=1.C([O-])([O-])=O.[K+].[K+]. The yield is 0.550. The product is [NH2:51][C:50]1[CH:52]=[CH:53][C:47]([C:9]2[N:10]([CH2:13][CH:14]3[CH2:29][CH2:28][CH2:30][O:41]3)[C:11]3[C:7]([C:8]=2[C:15]#[N:16])=[CH:6][CH:5]=[C:4]([O:3][CH:2]([F:1])[F:17])[CH:12]=3)=[CH:48][CH:49]=1. The catalyst is C1COCC1.CN(C=O)C. (6) The reactants are C1(C(C2C=CC=CC=2)([C@H]2CCCN2)O)C=CC=CC=1.COB(OC)OC.B.C(N(CC)C1C=CC=CC=1)C.[O:39]=[C:40]([C:75]1[C:103]([F:104])=[CH:102][C:78]2[N:79]([CH2:94][O:95][CH2:96][CH2:97][Si:98]([CH3:101])([CH3:100])[CH3:99])[C:80]([C@@H:82]3[CH2:86][CH2:85][CH2:84][N:83]3[C:87]([O:89][C:90]([CH3:93])([CH3:92])[CH3:91])=[O:88])=[N:81][C:77]=2[CH:76]=1)[CH2:41][CH2:42][C:43]([C:45]1[C:73]([F:74])=[CH:72][C:48]2[N:49]([CH2:64][O:65][CH2:66][CH2:67][Si:68]([CH3:71])([CH3:70])[CH3:69])[C:50]([C@@H:52]3[CH2:56][CH2:55][CH2:54][N:53]3[C:57]([O:59][C:60]([CH3:63])([CH3:62])[CH3:61])=[O:58])=[N:51][C:47]=2[CH:46]=1)=[O:44].CO.Cl. The catalyst is C1COCC1. The product is [OH:44][C@H:43]([C:45]1[C:73]([F:74])=[CH:72][C:48]2[N:49]([CH2:64][O:65][CH2:66][CH2:67][Si:68]([CH3:71])([CH3:70])[CH3:69])[C:50]([C@@H:52]3[CH2:56][CH2:55][CH2:54][N:53]3[C:57]([O:59][C:60]([CH3:61])([CH3:62])[CH3:63])=[O:58])=[N:51][C:47]=2[CH:46]=1)[CH2:42][CH2:41][C@@H:40]([C:75]1[C:103]([F:104])=[CH:102][C:78]2[N:79]([CH2:94][O:95][CH2:96][CH2:97][Si:98]([CH3:99])([CH3:100])[CH3:101])[C:80]([C@@H:82]3[CH2:86][CH2:85][CH2:84][N:83]3[C:87]([O:89][C:90]([CH3:91])([CH3:92])[CH3:93])=[O:88])=[N:81][C:77]=2[CH:76]=1)[OH:39]. The yield is 0.930.